From a dataset of Full USPTO retrosynthesis dataset with 1.9M reactions from patents (1976-2016). Predict the reactants needed to synthesize the given product. Given the product [ClH:51].[CH3:30][N:28]([CH2:27][C:24]1([C:16]2[O:15][N:14]=[C:13]([C:10]3[CH:9]=[CH:8][C:7]([OH:6])=[CH:12][CH:11]=3)[C:17]=2[C:18]2[CH:19]=[CH:20][CH:21]=[CH:22][CH:23]=2)[CH2:25][CH2:26]1)[CH3:29], predict the reactants needed to synthesize it. The reactants are: C([Si](C)(C)[O:6][C:7]1[CH:12]=[CH:11][C:10]([C:13]2[C:17]([C:18]3[CH:23]=[CH:22][CH:21]=[CH:20][CH:19]=3)=[C:16]([C:24]3([CH2:27][N:28]([CH3:30])[CH3:29])[CH2:26][CH2:25]3)[O:15][N:14]=2)=[CH:9][CH:8]=1)(C)(C)C.[F-].C([N+](CCCC)(CCCC)CCCC)CCC.[Cl:51]CCl.